This data is from Full USPTO retrosynthesis dataset with 1.9M reactions from patents (1976-2016). The task is: Predict the reactants needed to synthesize the given product. (1) Given the product [Cl:15][C:16]1[CH:26]=[CH:25][C:19]([O:20][CH2:21][C:22]([N:7]2[C:8]3[CH:14]=[CH:13][CH:12]=[CH:11][C:9]=3[CH2:10][N:4]3[CH:3]=[CH:2][CH:1]=[C:5]3[CH2:6]2)=[O:23])=[CH:18][CH:17]=1, predict the reactants needed to synthesize it. The reactants are: [CH:1]1[CH:2]=[CH:3][N:4]2[CH2:10][C:9]3[CH:11]=[CH:12][CH:13]=[CH:14][C:8]=3[NH:7][CH2:6][C:5]=12.[Cl:15][C:16]1[CH:26]=[CH:25][C:19]([O:20][CH2:21][C:22](Cl)=[O:23])=[CH:18][CH:17]=1. (2) Given the product [CH2:46]([C@@H:28]([CH2:27][CH2:26][C@H:8]([CH2:1][C:2]1[CH:7]=[CH:6][CH:5]=[CH:4][CH:3]=1)[C:9]([NH:11][C@H:12]1[CH2:18][CH2:17][S:16][C@H:15]2[CH2:19][CH2:20][CH2:62][C@@H:61]([CH2:65][O:64][CH3:63])[N:14]2[C:13]1=[O:25])=[O:10])[C:29]([NH:31][C@H:32]1[CH2:38][CH2:37][S:36][C@H:35]2[CH2:39][CH2:40][CH2:41][C@@H:42]([CH2:43][O:44][CH3:53])[N:34]2[C:33]1=[O:45])=[O:30])[C:47]1[CH:52]=[CH:51][CH:50]=[CH:49][CH:48]=1, predict the reactants needed to synthesize it. The reactants are: [CH2:1]([C@@H:8]([CH2:26][CH2:27][C@H:28]([CH2:46][C:47]1[CH:52]=[CH:51][CH:50]=[CH:49][CH:48]=1)[C:29]([NH:31][C@H:32]1[CH2:38][CH2:37][S:36][C@H:35]2[CH2:39][CH2:40][CH2:41][C@@H:42]([CH2:43][OH:44])[N:34]2[C:33]1=[O:45])=[O:30])[C:9]([NH:11][C@H:12]1[CH2:18][CH2:17][S:16][C@H:15]2[CH2:19][CH2:20]C[C@@H](CO)[N:14]2[C:13]1=[O:25])=[O:10])[C:2]1[CH:7]=[CH:6][CH:5]=[CH:4][CH:3]=1.[CH3:53]C([O-])(C)C.[K+].IC.[CH2:61]1[CH2:65][O:64][CH2:63][CH2:62]1. (3) Given the product [C:1]([C:4]1[CH:9]=[CH:8][CH:7]=[CH:6][C:5]=1[C:10]1[CH:11]=[CH:12][C:13]([C:16]([N:43]2[C:44]3[CH:51]=[CH:50][CH:49]=[CH:48][C:45]=3[CH2:46][N:47]3[C:38]([C:36]([NH:35][CH2:34][C:30]4[CH:29]=[N:28][CH:33]=[CH:32][CH:31]=4)=[O:37])=[CH:39][CH:40]=[C:41]3[CH2:42]2)=[O:18])=[CH:14][CH:15]=1)(=[O:3])[CH3:2], predict the reactants needed to synthesize it. The reactants are: [C:1]([C:4]1[CH:9]=[CH:8][CH:7]=[CH:6][C:5]=1[C:10]1[CH:15]=[CH:14][C:13]([C:16]([OH:18])=O)=[CH:12][CH:11]=1)(=[O:3])[CH3:2].C(Cl)(=O)C(Cl)=O.ClCCl.[N:28]1[CH:33]=[CH:32][CH:31]=[C:30]([CH2:34][NH:35][C:36]([C:38]2[N:47]3[C:41]([CH2:42][NH:43][C:44]4[CH:51]=[CH:50][CH:49]=[CH:48][C:45]=4[CH2:46]3)=[CH:40][CH:39]=2)=[O:37])[CH:29]=1. (4) Given the product [ClH:30].[ClH:30].[CH3:27][C:25]1[N:26]=[C:22]([NH:21][C:20]([C:19]2[C:14]([NH:7][C:8]3[CH:9]=[N:10][CH:11]=[CH:12][CH:13]=3)=[N:15][CH:16]=[CH:17][N:18]=2)=[O:28])[S:23][CH:24]=1, predict the reactants needed to synthesize it. The reactants are: C(OC(=O)[N:7]([C:14]1[C:19]([C:20](=[O:28])[NH:21][C:22]2[S:23][CH:24]=[C:25]([CH3:27])[N:26]=2)=[N:18][CH:17]=[CH:16][N:15]=1)[C:8]1[CH:9]=[N:10][CH:11]=[CH:12][CH:13]=1)(C)(C)C.[ClH:30].C(O)C.C(OC(C)C)(C)C. (5) The reactants are: [Br:1][C:2]1[C:11]2[S:12][C:13]([CH2:16]Br)=[C:14]([CH3:15])[C:10]=2[C:9]([C:18]2[CH:23]=[C:22]([CH3:24])[C:21]([O:25][C:26](=[O:28])[CH3:27])=[C:20]([CH3:29])[CH:19]=2)=[C:8]2[C:3]=1[CH:4]=[CH:5][CH:6]=[CH:7]2.[CH2:30]([NH:32][CH2:33][CH3:34])[CH3:31].C(=O)([O-])[O-].[K+].[K+].CN(C)C=O. Given the product [Br:1][C:2]1[C:11]2[S:12][C:13]([CH2:16][N:32]([CH2:33][CH3:34])[CH2:30][CH3:31])=[C:14]([CH3:15])[C:10]=2[C:9]([C:18]2[CH:19]=[C:20]([CH3:29])[C:21]([O:25][C:26](=[O:28])[CH3:27])=[C:22]([CH3:24])[CH:23]=2)=[C:8]2[C:3]=1[CH:4]=[CH:5][CH:6]=[CH:7]2, predict the reactants needed to synthesize it.